From a dataset of Forward reaction prediction with 1.9M reactions from USPTO patents (1976-2016). Predict the product of the given reaction. (1) Given the reactants CO[C:3]([C:5]1[N:10]=[C:9]([N:11]2[CH2:15][CH2:14][CH2:13][CH:12]2[C:16]2[O:20][N:19]=[C:18]([C:21]3[CH:26]=[CH:25][CH:24]=[CH:23][N:22]=3)[CH:17]=2)[N:8]=[C:7]([NH:27][C:28]2[CH:32]=[C:31]([CH3:33])[NH:30][N:29]=2)[CH:6]=1)=[O:4].[CH2:34]([CH2:36][NH2:37])[OH:35], predict the reaction product. The product is: [OH:35][CH2:34][CH2:36][NH:37][C:3]([C:5]1[N:10]=[C:9]([N:11]2[CH2:15][CH2:14][CH2:13][CH:12]2[C:16]2[O:20][N:19]=[C:18]([C:21]3[CH:26]=[CH:25][CH:24]=[CH:23][N:22]=3)[CH:17]=2)[N:8]=[C:7]([NH:27][C:28]2[CH:32]=[C:31]([CH3:33])[NH:30][N:29]=2)[CH:6]=1)=[O:4]. (2) Given the reactants [CH3:1][O:2][C:3]1[CH:8]=[C:7]([N:9]2[CH2:14][CH2:13][O:12][CH2:11][CH2:10]2)[CH:6]=[C:5]([N+:15]([O-])=O)[C:4]=1[NH:18][C:19](=O)[CH3:20], predict the reaction product. The product is: [CH3:1][O:2][C:3]1[C:4]2[N:18]=[C:19]([CH3:20])[NH:15][C:5]=2[CH:6]=[C:7]([N:9]2[CH2:14][CH2:13][O:12][CH2:11][CH2:10]2)[CH:8]=1.